Dataset: NCI-60 drug combinations with 297,098 pairs across 59 cell lines. Task: Regression. Given two drug SMILES strings and cell line genomic features, predict the synergy score measuring deviation from expected non-interaction effect. Drug 1: C1=NC2=C(N1)C(=S)N=C(N2)N. Drug 2: CCN(CC)CCNC(=O)C1=C(NC(=C1C)C=C2C3=C(C=CC(=C3)F)NC2=O)C. Cell line: OVCAR3. Synergy scores: CSS=44.5, Synergy_ZIP=2.83, Synergy_Bliss=3.24, Synergy_Loewe=-3.83, Synergy_HSA=0.465.